From a dataset of Forward reaction prediction with 1.9M reactions from USPTO patents (1976-2016). Predict the product of the given reaction. (1) Given the reactants Cl.[NH:2]([C:4]([C@H:6]1[CH2:11][CH2:10][C@H:9]([C:12]([O:14][CH3:15])=[O:13])[CH2:8][CH2:7]1)=O)[NH2:3].[C:16](N)(=[NH:23])[C:17]1[CH:22]=[CH:21][CH:20]=[CH:19][CH:18]=1, predict the reaction product. The product is: [C:17]1([C:16]2[NH:23][C:4]([C@H:6]3[CH2:11][CH2:10][C@H:9]([C:12]([O:14][CH3:15])=[O:13])[CH2:8][CH2:7]3)=[N:2][N:3]=2)[CH:22]=[CH:21][CH:20]=[CH:19][CH:18]=1. (2) Given the reactants Br[C:2]1[CH:7]=[CH:6][C:5]([C:8]2[N:12]([C:13]3[CH:18]=[CH:17][CH:16]=[CH:15][CH:14]=3)[C:11]3[CH:19]=[CH:20][CH:21]=[CH:22][C:10]=3[N:9]=2)=[CH:4][CH:3]=1.[C:23]1([C:29]2[CH:47]=[C:46](B(O)O)[C:32]3[S:33][C:34]4[CH:39]=[CH:38][C:37]([C:40]5[CH:45]=[CH:44][CH:43]=[CH:42][CH:41]=5)=[CH:36][C:35]=4[C:31]=3[CH:30]=2)[CH:28]=[CH:27][CH:26]=[CH:25][CH:24]=1.C1(C)C=CC=CC=1P(C1C=CC=CC=1C)C1C=CC=CC=1C.C(=O)([O-])[O-].[K+].[K+], predict the reaction product. The product is: [C:23]1([C:29]2[CH:47]=[C:46]([C:2]3[CH:7]=[CH:6][C:5]([C:8]4[N:12]([C:13]5[CH:14]=[CH:15][CH:16]=[CH:17][CH:18]=5)[C:11]5[CH:19]=[CH:20][CH:21]=[CH:22][C:10]=5[N:9]=4)=[CH:4][CH:3]=3)[C:32]3[S:33][C:34]4[CH:39]=[CH:38][C:37]([C:40]5[CH:45]=[CH:44][CH:43]=[CH:42][CH:41]=5)=[CH:36][C:35]=4[C:31]=3[CH:30]=2)[CH:28]=[CH:27][CH:26]=[CH:25][CH:24]=1. (3) Given the reactants [CH2:1]([O:8][C:9](=[O:22])[NH:10][CH2:11][CH2:12][C:13]#[C:14][C:15]1[CH:20]=[CH:19][C:18](I)=[CH:17][CH:16]=1)[C:2]1[CH:7]=[CH:6][CH:5]=[CH:4][CH:3]=1.CCN(CC)CC.[CH3:30][CH:31]([N:35]1[C:43](=[O:44])[C:42]2[C:37](=[CH:38][CH:39]=[CH:40][CH:41]=2)[C:36]1=[O:45])[CH2:32][C:33]#[CH:34], predict the reaction product. The product is: [CH2:1]([O:8][C:9](=[O:22])[NH:10][CH2:11][CH2:12][C:13]#[C:14][C:15]1[CH:20]=[CH:19][C:18]([C:34]#[C:33][CH2:32][CH:31]([N:35]2[C:36](=[O:45])[C:37]3[C:42](=[CH:41][CH:40]=[CH:39][CH:38]=3)[C:43]2=[O:44])[CH3:30])=[CH:17][CH:16]=1)[C:2]1[CH:7]=[CH:6][CH:5]=[CH:4][CH:3]=1. (4) Given the reactants [CH3:1][CH:2]([CH3:14])[C@H:3]([NH:7][C:8]([O:10][CH:11]([CH3:13])[CH3:12])=[O:9])[C:4]([OH:6])=O.C(N1C=CN=C1)(N1C=CN=C1)=O.Cl.[NH2:28][CH:29]([CH:41]([CH3:43])[CH3:42])[CH2:30][NH:31][C:32](=[O:40])[C:33]1[CH:38]=[CH:37][C:36]([CH3:39])=[CH:35][CH:34]=1.C(N(CC)CC)C, predict the reaction product. The product is: [CH3:42][CH:41]([CH3:43])[CH:29]([NH:28][C:4](=[O:6])[C@@H:3]([NH:7][C:8]([O:10][CH:11]([CH3:13])[CH3:12])=[O:9])[CH:2]([CH3:1])[CH3:14])[CH2:30][NH:31][C:32](=[O:40])[C:33]1[CH:34]=[CH:35][C:36]([CH3:39])=[CH:37][CH:38]=1.